This data is from Full USPTO retrosynthesis dataset with 1.9M reactions from patents (1976-2016). The task is: Predict the reactants needed to synthesize the given product. (1) Given the product [CH2:20]([CH:13]([CH2:14][CH2:15][CH2:16][CH2:17][CH2:18][CH3:19])[C:12]([OH:23])=[O:33])[CH:21]=[CH2:22], predict the reactants needed to synthesize it. The reactants are: OO.O.[OH-].[Li+].C(OC(N([C@@H](C1C=CC=CC=1)C)[C:12](=[O:23])[CH:13]([CH2:20][CH:21]=[CH2:22])[CH2:14][CH2:15][CH2:16][CH2:17][CH2:18][CH3:19])=O)C.S([O-])([O-])=[O:33].[Na+].[Na+]. (2) Given the product [NH2:1][C:2]1[C:7]2[C:8]([C:11]3[CH:16]=[CH:15][C:14]([F:17])=[C:13]([Cl:18])[CH:12]=3)=[CH:9][S:10][C:6]=2[C:5]([Br:26])=[CH:4][N:3]=1, predict the reactants needed to synthesize it. The reactants are: [NH2:1][C:2]1[C:7]2[C:8]([C:11]3[CH:16]=[CH:15][C:14]([F:17])=[C:13]([Cl:18])[CH:12]=3)=[CH:9][S:10][C:6]=2[CH:5]=[CH:4][N:3]=1.C1C(=O)N([Br:26])C(=O)C1.[O-]S([O-])=O.[Na+].[Na+].C(OCC)(=O)C.